This data is from Forward reaction prediction with 1.9M reactions from USPTO patents (1976-2016). The task is: Predict the product of the given reaction. (1) Given the reactants [OH:1][CH2:2][C@H:3]([NH:11][C:12]([C@H:14]1[CH2:16][C@@H:15]1[C:17]1[S:18][CH:19]=[CH:20][CH:21]=1)=[O:13])[C:4]1[CH:9]=[CH:8][C:7]([OH:10])=[CH:6][CH:5]=1.[CH2:22]([CH:24]([CH2:27][CH3:28])[CH2:25]Br)[CH3:23].C([O-])([O-])=[O:30].[K+].[K+], predict the reaction product. The product is: [OH:1][CH:2]([OH:30])[C@H:3]([NH:11][C:12]([C@H:14]1[CH2:16][C@@H:15]1[C:17]1[S:18][CH:19]=[CH:20][CH:21]=1)=[O:13])[C:4]1[CH:5]=[CH:6][C:7]([O:10][CH2:25][CH:24]([CH2:27][CH3:28])[CH2:22][CH3:23])=[CH:8][CH:9]=1. (2) The product is: [CH:1]1([C:7]([F:14])([F:13])[C:8]([NH2:15])=[O:9])[CH2:6][CH2:5][CH2:4][CH2:3][CH2:2]1. Given the reactants [CH:1]1([C:7]([F:14])([F:13])[C:8](OCC)=[O:9])[CH2:6][CH2:5][CH2:4][CH2:3][CH2:2]1.[NH3:15], predict the reaction product. (3) Given the reactants [C:1]([CH:3]([CH:7]1[C:11]([Cl:12])=[C:10](Cl)C(=O)O1)[C:4]([NH2:6])=[O:5])#[N:2].[F:15][C:16]1[CH:17]=[C:18]([C@H:22]([NH2:24])[CH3:23])[CH:19]=[CH:20][CH:21]=1.C(N(CC)CC)C, predict the reaction product. The product is: [ClH:12].[Cl:12][C:11]1[CH:7]=[C:3]([C:4]([NH2:6])=[O:5])[C:1](=[NH:2])[N:24]([C@@H:22]([C:18]2[CH:19]=[CH:20][CH:21]=[C:16]([F:15])[CH:17]=2)[CH3:23])[CH:10]=1.